The task is: Predict the reaction yield, written as a fraction of the theoretical maximum amount of product (1.0 means a 100% yield; for example, 0.34 means a 34% yield).. This data is from Reaction yield outcomes from USPTO patents with 853,638 reactions. (1) The reactants are [F:1][C:2]1[CH:3]=[CH:4][C:5]([O:9][C:10]2[CH:15]=[CH:14][CH:13]=[CH:12][CH:11]=2)=[C:6]([NH2:8])[CH:7]=1.[CH2:16]([O:23][CH2:24][CH2:25][O:26][C:27]1[CH:34]=[CH:33][C:32]([O:35][CH3:36])=[CH:31][C:28]=1[CH:29]=O)[C:17]1[CH:22]=[CH:21][CH:20]=[CH:19][CH:18]=1. The catalyst is ClC(Cl)C.O. The product is [CH2:16]([O:23][CH2:24][CH2:25][O:26][C:27]1[CH:34]=[CH:33][C:32]([O:35][CH3:36])=[CH:31][C:28]=1[CH2:29][NH:8][C:6]1[CH:7]=[C:2]([F:1])[CH:3]=[CH:4][C:5]=1[O:9][C:10]1[CH:15]=[CH:14][CH:13]=[CH:12][CH:11]=1)[C:17]1[CH:18]=[CH:19][CH:20]=[CH:21][CH:22]=1. The yield is 0.780. (2) The reactants are C(N(C(C)C)CC)(C)C.Cl[C:11]([O:13][CH2:14][C:15]1[CH:20]=[CH:19][CH:18]=[CH:17][CH:16]=1)=[O:12].ClCCl.[CH3:24][S:25]([C:28]1[CH:29]=[C:30]2[C:34](=[CH:35][CH:36]=1)[N:33]([C:37]1[CH:42]=[C:41]([O:43][CH:44]3[CH2:49][CH2:48][NH:47][CH2:46][CH2:45]3)[N:40]=[CH:39][N:38]=1)[CH2:32][CH2:31]2)(=[O:27])=[O:26]. The catalyst is O. The product is [CH3:24][S:25]([C:28]1[CH:29]=[C:30]2[C:34](=[CH:35][CH:36]=1)[N:33]([C:37]1[N:38]=[CH:39][N:40]=[C:41]([O:43][CH:44]3[CH2:49][CH2:48][N:47]([C:11]([O:13][CH2:14][C:15]4[CH:20]=[CH:19][CH:18]=[CH:17][CH:16]=4)=[O:12])[CH2:46][CH2:45]3)[CH:42]=1)[CH2:32][CH2:31]2)(=[O:27])=[O:26]. The yield is 0.500. (3) The catalyst is CO.O. The reactants are [NH2:1][C:2]1([CH2:8][OH:9])[CH2:7][CH2:6][CH2:5][CH2:4][CH2:3]1.[CH3:10]O.C=O. The product is [NH:1]1[C:2]2([CH2:7][CH2:6][CH2:5][CH2:4][CH2:3]2)[CH2:8][O:9][CH2:10]1. The yield is 0.830.